Dataset: Forward reaction prediction with 1.9M reactions from USPTO patents (1976-2016). Task: Predict the product of the given reaction. (1) Given the reactants C(OC([NH:8][CH:9]1[C:17]2[C:12](=[CH:13][CH:14]=[CH:15][CH:16]=2)[CH2:11][CH:10]1[C:18]([OH:20])=[O:19])=O)(C)(C)C.S(Cl)([Cl:23])=O.[CH3:25]O, predict the reaction product. The product is: [ClH:23].[NH2:8][CH:9]1[C:17]2[C:12](=[CH:13][CH:14]=[CH:15][CH:16]=2)[CH2:11][CH:10]1[C:18]([O:20][CH3:25])=[O:19]. (2) Given the reactants [Br:1][C:2]1[CH:3]=[C:4]([CH:9]=[CH:10][CH:11]=1)[C:5]([NH:7][NH2:8])=[O:6].CN1CCCC1=O.[C:19](Cl)(=[O:26])[C:20]1[CH:25]=[CH:24][CH:23]=[CH:22][CH:21]=1, predict the reaction product. The product is: [C:19]([NH:8][NH:7][C:5](=[O:6])[C:4]1[CH:9]=[CH:10][CH:11]=[C:2]([Br:1])[CH:3]=1)(=[O:26])[C:20]1[CH:25]=[CH:24][CH:23]=[CH:22][CH:21]=1.